From a dataset of Reaction yield outcomes from USPTO patents with 853,638 reactions. Predict the reaction yield, written as a fraction of the theoretical maximum amount of product (1.0 means a 100% yield; for example, 0.34 means a 34% yield). (1) The reactants are [O:1]=[C:2]([CH2:13][CH2:14][CH2:15][CH2:16][CH2:17][C:18]([CH3:22])([CH3:21])[CH2:19][OH:20])[CH2:3][CH2:4][CH2:5][CH2:6][CH2:7][C:8]([CH3:12])([CH3:11])[CH2:9][OH:10].[BH4-].[Na+].C(OCC)(=O)C.Cl. The catalyst is C(O)(C)C.O. The product is [CH3:21][C:18]([CH3:22])([CH2:17][CH2:16][CH2:15][CH2:14][CH2:13][CH:2]([OH:1])[CH2:3][CH2:4][CH2:5][CH2:6][CH2:7][C:8]([CH3:12])([CH3:11])[CH2:9][OH:10])[CH2:19][OH:20]. The yield is 0.430. (2) The reactants are [CH3:1][O-:2].[Na+].[F:4][C:5]1[C:11](F)=[CH:10][C:8]([NH2:9])=[C:7]([N+:13]([O-:15])=[O:14])[CH:6]=1. The catalyst is CO. The product is [F:4][C:5]1[C:11]([O:2][CH3:1])=[CH:10][C:8]([NH2:9])=[C:7]([N+:13]([O-:15])=[O:14])[CH:6]=1. The yield is 0.820. (3) The reactants are I[C:2]1[CH:29]=[CH:28][C:5]2[N:6]([CH2:9][C:10]3[CH:15]=[CH:14][C:13]([O:16][CH2:17][C:18]4[CH:19]=[N:20][C:21]([O:24][CH3:25])=[CH:22][CH:23]=4)=[C:12]([O:26][CH3:27])[CH:11]=3)[CH:7]=[N:8][C:4]=2[CH:3]=1.[NH:30]1[CH2:35][CH2:34][O:33][CH2:32][CH2:31]1.C(=O)([O-])[O-].[K+].[K+].N1CCC[C@H]1C(O)=O. The catalyst is CS(C)=O.[OH-].[NH4+].[Cu]I. The product is [CH3:27][O:26][C:12]1[CH:11]=[C:10]([CH:15]=[CH:14][C:13]=1[O:16][CH2:17][C:18]1[CH:19]=[N:20][C:21]([O:24][CH3:25])=[CH:22][CH:23]=1)[CH2:9][N:6]1[C:5]2[CH:28]=[CH:29][C:2]([N:30]3[CH2:35][CH2:34][O:33][CH2:32][CH2:31]3)=[CH:3][C:4]=2[N:8]=[CH:7]1. The yield is 0.260. (4) The reactants are [NH2:1][C:2]1[S:6][N:5]=[C:4]([C:7]2[CH:12]=[CH:11][C:10]([NH2:13])=[CH:9][CH:8]=2)[C:3]=1[C:14]([NH2:16])=[O:15].C(N(CC)C(C)C)(C)C.[C:26]1([CH3:35])[CH:31]=[CH:30][C:29]([N:32]=[C:33]=[O:34])=[CH:28][CH:27]=1. The catalyst is C(Cl)Cl. The product is [NH2:1][C:2]1[S:6][N:5]=[C:4]([C:7]2[CH:8]=[CH:9][C:10]([NH:13][C:33]([NH:32][C:29]3[CH:30]=[CH:31][C:26]([CH3:35])=[CH:27][CH:28]=3)=[O:34])=[CH:11][CH:12]=2)[C:3]=1[C:14]([NH2:16])=[O:15]. The yield is 0.720. (5) The reactants are [OH-].[Na+].[CH3:3][C:4]1[CH:9]=[CH:8][N:7]=[CH:6][C:5]=1[N:10]1[CH2:14][CH2:13][N:12]([C:15]2[C:23]3[C:18](=[CH:19][CH:20]=[CH:21][CH:22]=3)[N:17](S(C3C=CC(C)=CC=3)(=O)=O)[CH:16]=2)[C:11]1=[O:34].CO. The catalyst is C(O)C.C(Cl)(Cl)Cl. The product is [NH:17]1[C:18]2[C:23](=[CH:22][CH:21]=[CH:20][CH:19]=2)[C:15]([N:12]2[CH2:13][CH2:14][N:10]([C:5]3[CH:6]=[N:7][CH:8]=[CH:9][C:4]=3[CH3:3])[C:11]2=[O:34])=[CH:16]1. The yield is 0.862.